Task: Predict the reactants needed to synthesize the given product.. Dataset: Full USPTO retrosynthesis dataset with 1.9M reactions from patents (1976-2016) Given the product [Cl:20][C:21]1[C:26]([C:27]([F:28])([F:30])[F:29])=[C:25]([Cl:31])[C:24]([O:32][CH3:33])=[CH:23][C:22]=1[NH:34][C:35](=[O:36])[N:58]([C:56]1[CH:57]=[C:52]([NH:51][C:48]2[CH:47]=[CH:46][C:45]([N:42]3[CH2:41][CH2:40][N:39]([CH2:37][CH3:38])[CH2:44][CH2:43]3)=[CH:50][CH:49]=2)[N:53]=[CH:54][N:55]=1)[CH3:59], predict the reactants needed to synthesize it. The reactants are: C(Cl)(Cl)=O.ClC1C(C(F)(F)F)=C(Cl)C(OC)=CC=1N.[Cl:20][C:21]1[C:26]([C:27]([F:30])([F:29])[F:28])=[C:25]([Cl:31])[C:24]([O:32][CH3:33])=[CH:23][C:22]=1[N:34]=[C:35]=[O:36].[CH2:37]([N:39]1[CH2:44][CH2:43][N:42]([C:45]2[CH:50]=[CH:49][C:48]([NH:51][C:52]3[CH:57]=[C:56]([NH:58][CH3:59])[N:55]=[CH:54][N:53]=3)=[CH:47][CH:46]=2)[CH2:41][CH2:40]1)[CH3:38].C([O-])(O)=O.[Na+].